From a dataset of Forward reaction prediction with 1.9M reactions from USPTO patents (1976-2016). Predict the product of the given reaction. (1) Given the reactants [CH3:1][O:2][C:3]1[CH:4]=[CH:5][C:6]2[C:12]3[C:13]([O:21][CH3:22])=[C:14]([O:19][CH3:20])[C:15]([O:17][CH3:18])=[CH:16][C:11]=3[CH2:10][CH2:9][C@H:8]([NH2:23])[C:7]=2[CH:24]=1.[C:25](=O)([O:48]C1C=CC([N+]([O-])=O)=CC=1)[O:26][CH2:27][CH2:28][O:29][P:30]([O:40][CH2:41][C:42]1[CH:47]=[CH:46][CH:45]=[CH:44][CH:43]=1)([O:32][CH2:33][C:34]1[CH:39]=[CH:38][CH:37]=[CH:36][CH:35]=1)=[O:31], predict the reaction product. The product is: [CH3:1][O:2][C:3]1[CH:4]=[CH:5][C:6]2[C:12]3[C:13]([O:21][CH3:22])=[C:14]([O:19][CH3:20])[C:15]([O:17][CH3:18])=[CH:16][C:11]=3[CH2:10][CH2:9][C@H:8]([NH:23][C:25](=[O:48])[O:26][CH2:27][CH2:28][O:29][P:30]([O:32][CH2:33][C:34]3[CH:35]=[CH:36][CH:37]=[CH:38][CH:39]=3)([O:40][CH2:41][C:42]3[CH:47]=[CH:46][CH:45]=[CH:44][CH:43]=3)=[O:31])[C:7]=2[CH:24]=1. (2) Given the reactants [NH:1]1[C:9]2[CH:8]=[CH:7][CH:6]=[C:5]([C:10]([OH:12])=[O:11])[C:4]=2[CH:3]=[CH:2]1.Br[CH2:14][CH2:15][O:16][CH3:17], predict the reaction product. The product is: [CH3:17][O:16][CH2:15][CH2:14][N:1]1[C:9]2[CH:8]=[CH:7][CH:6]=[C:5]([C:10]([OH:12])=[O:11])[C:4]=2[CH:3]=[CH:2]1. (3) Given the reactants [O:1]1[CH2:6][CH2:5][CH2:4][CH2:3][CH:2]1[N:7]1[C:15]2[C:10](=[C:11](B3OC(C)(C)C(C)(C)O3)[CH:12]=[C:13]([C:16]([F:19])([F:18])[F:17])[CH:14]=2)[CH:9]=[N:8]1.Br[C:30]1[C:31]([CH3:47])=[N:32][N:33]([CH2:40][C:41]2[CH:42]=[N:43][N:44]([CH3:46])[CH:45]=2)[C:34]=1[C:35]([O:37][CH2:38][CH3:39])=[O:36], predict the reaction product. The product is: [CH3:47][C:31]1[C:30]([C:11]2[CH:12]=[C:13]([C:16]([F:17])([F:19])[F:18])[CH:14]=[C:15]3[C:10]=2[CH:9]=[N:8][N:7]3[CH:2]2[CH2:3][CH2:4][CH2:5][CH2:6][O:1]2)=[C:34]([C:35]([O:37][CH2:38][CH3:39])=[O:36])[N:33]([CH2:40][C:41]2[CH:42]=[N:43][N:44]([CH3:46])[CH:45]=2)[N:32]=1. (4) Given the reactants [C:1](#[N:8])[CH2:2][CH2:3][CH2:4][CH2:5][CH2:6][CH3:7].[C:9]([O:16]C)(=O)[CH2:10][CH2:11][CH2:12][CH2:13][CH3:14].C([N-]C(C)C)(C)C.[Li+].[NH4+].[Cl-], predict the reaction product. The product is: [O:16]=[C:9]([CH2:10][CH2:11][CH2:12][CH2:13][CH3:14])[CH:2]([CH2:3][CH2:4][CH2:5][CH2:6][CH3:7])[C:1]#[N:8]. (5) Given the reactants [F:1][C:2]1[CH:7]=[CH:6][C:5]([C:8]([C:11]2[N:15]([C:16]3[CH:21]=[CH:20][C:19]([F:22])=[CH:18][CH:17]=3)[C:14]([SH:23])=[N:13][CH:12]=2)([CH3:10])[CH3:9])=[CH:4][C:3]=1[O:24][CH3:25].CS(O[CH2:31][C:32]1[C:37]([F:38])=[CH:36][C:35]([O:39][CH2:40][CH2:41][CH2:42][O:43][Si:44]([C:47]([CH3:50])([CH3:49])[CH3:48])([CH3:46])[CH3:45])=[CH:34][C:33]=1[Cl:51])(=O)=O.C([O-])([O-])=O.[Cs+].[Cs+], predict the reaction product. The product is: [Si:44]([O:43][CH2:42][CH2:41][CH2:40][O:39][C:35]1[CH:36]=[C:37]([F:38])[C:32]([CH2:31][S:23][C:14]2[N:15]([C:16]3[CH:21]=[CH:20][C:19]([F:22])=[CH:18][CH:17]=3)[C:11]([C:8]([C:5]3[CH:6]=[CH:7][C:2]([F:1])=[C:3]([O:24][CH3:25])[CH:4]=3)([CH3:10])[CH3:9])=[CH:12][N:13]=2)=[C:33]([Cl:51])[CH:34]=1)([C:47]([CH3:49])([CH3:50])[CH3:48])([CH3:46])[CH3:45]. (6) Given the reactants [N:1]1[CH:6]=[CH:5][CH:4]=[CH:3][C:2]=1[C:7]1[S:11][C:10]([S:12](Cl)(=[O:14])=[O:13])=[CH:9][CH:8]=1.Cl.[NH2:17][C:18]1[CH:23]=[CH:22][C:21]([N:24]2[CH2:29][CH2:28][C:27](=[O:30])[CH2:26][CH2:25]2)=[CH:20][CH:19]=1, predict the reaction product. The product is: [O:30]=[C:27]1[CH2:28][CH2:29][N:24]([C:21]2[CH:22]=[CH:23][C:18]([NH:17][S:12]([C:10]3[S:11][C:7]([C:2]4[CH:3]=[CH:4][CH:5]=[CH:6][N:1]=4)=[CH:8][CH:9]=3)(=[O:14])=[O:13])=[CH:19][CH:20]=2)[CH2:25][CH2:26]1. (7) The product is: [C:19]1([S:25]([N:28]2[CH:29]=[CH:30][C:31]([C:10]([C:9]3[CH:13]=[CH:14][C:6]([Cl:5])=[C:7]([S:15]([NH2:16])(=[O:18])=[O:17])[CH:8]=3)=[O:11])=[CH:32]2)(=[O:27])=[O:26])[CH:20]=[CH:21][CH:22]=[CH:23][CH:24]=1. Given the reactants [Cl-].[Al+3].[Cl-].[Cl-].[Cl:5][C:6]1[CH:14]=[CH:13][C:9]([C:10](Cl)=[O:11])=[CH:8][C:7]=1[S:15](=[O:18])(=[O:17])[NH2:16].[C:19]1([S:25]([N:28]2[CH:32]=[CH:31][CH:30]=[CH:29]2)(=[O:27])=[O:26])[CH:24]=[CH:23][CH:22]=[CH:21][CH:20]=1, predict the reaction product. (8) Given the reactants [F:1][C:2]1[CH:7]=[CH:6][C:5]([F:8])=[CH:4][C:3]=1[C@H:9]1[CH2:13][CH2:12][CH2:11][N:10]1[C:14]1[CH:19]=[CH:18][N:17]2[N:20]=[CH:21][C:22]([C:23]([NH:25][NH:26][C:27](C3CCN(C(OC(C)(C)C)=O)CC3)=[O:28])=O)=[C:16]2[N:15]=1.[N:42]1[CH:47]=[CH:46][CH:45]=[CH:44][CH:43]=1.S(OS(C(F)(F)F)(=O)=O)(C(F)(F)F)(=O)=O, predict the reaction product. The product is: [F:1][C:2]1[CH:7]=[CH:6][C:5]([F:8])=[CH:4][C:3]=1[C@H:9]1[CH2:13][CH2:12][CH2:11][N:10]1[C:14]1[CH:19]=[CH:18][N:17]2[N:20]=[CH:21][C:22]([C:23]3[O:28][C:27]([CH:45]4[CH2:46][CH2:47][NH:42][CH2:43][CH2:44]4)=[N:26][N:25]=3)=[C:16]2[N:15]=1. (9) Given the reactants C(OC([N:8]1[CH2:13][CH:12]2[CH2:14][CH2:15][CH:9]1[CH2:10][CH:11]2[CH2:16][C:17]1[CH:22]=[CH:21][C:20]([Cl:23])=[C:19]([Cl:24])[CH:18]=1)=O)(C)(C)C.ClCl.C(O)(C(F)(F)F)=O, predict the reaction product. The product is: [Cl:24][C:19]1[CH:18]=[C:17]([CH:22]=[CH:21][C:20]=1[Cl:23])[CH2:16][CH:11]1[CH2:10][CH:9]2[CH2:15][CH2:14][CH:12]1[CH2:13][NH:8]2.